This data is from Full USPTO retrosynthesis dataset with 1.9M reactions from patents (1976-2016). The task is: Predict the reactants needed to synthesize the given product. (1) Given the product [ClH:5].[Cl:5][C:6]1[CH:11]=[CH:10][C:9]([C:12]2[S:38][C:15]3[C:16](=[O:37])[N:17]([C:20]4[CH:21]=[N:22][C:23]([N:26]5[CH2:30][CH2:29][C@@H:28]([N:31]([CH2:33][CH:34]([F:36])[F:35])[CH3:32])[CH2:27]5)=[CH:24][CH:25]=4)[CH:18]=[CH:19][C:14]=3[CH:13]=2)=[CH:8][CH:7]=1, predict the reactants needed to synthesize it. The reactants are: Cl.C(O)C.[Cl:5][C:6]1[CH:11]=[CH:10][C:9]([C:12]2[S:38][C:15]3[C:16](=[O:37])[N:17]([C:20]4[CH:21]=[N:22][C:23]([N:26]5[CH2:30][CH2:29][C@@H:28]([N:31]([CH2:33][CH:34]([F:36])[F:35])[CH3:32])[CH2:27]5)=[CH:24][CH:25]=4)[CH:18]=[CH:19][C:14]=3[CH:13]=2)=[CH:8][CH:7]=1. (2) Given the product [Cl:1][C:2]1[CH:7]=[CH:6][C:5]([S:8]([NH:11][C:12]2[C:13]([C:19]([C:21]3[CH:26]=[CH:25][CH:24]=[C:23]([OH:33])[N:22]=3)=[O:20])=[N:14][CH:15]=[C:16]([Cl:18])[CH:17]=2)(=[O:9])=[O:10])=[CH:4][C:3]=1[C:28]([F:29])([F:30])[F:31], predict the reactants needed to synthesize it. The reactants are: [Cl:1][C:2]1[CH:7]=[CH:6][C:5]([S:8]([NH:11][C:12]2[C:13]([C:19]([C:21]3[CH:26]=[CH:25][CH:24]=[C:23](Cl)[N:22]=3)=[O:20])=[N:14][CH:15]=[C:16]([Cl:18])[CH:17]=2)(=[O:10])=[O:9])=[CH:4][C:3]=1[C:28]([F:31])([F:30])[F:29].C(O)=[O:33].O.C(=O)(O)[O-].[Na+]. (3) Given the product [CH2:1]([S:3][C:4]1[CH:9]=[CH:8][C:7]([CH2:10][C:11]([NH2:18])=[O:13])=[CH:6][CH:5]=1)[CH3:2], predict the reactants needed to synthesize it. The reactants are: [CH2:1]([S:3][C:4]1[CH:9]=[CH:8][C:7]([CH2:10][C:11]([OH:13])=O)=[CH:6][CH:5]=1)[CH3:2].O=S(Cl)Cl.[NH3:18]. (4) The reactants are: [CH:1]1([C:4]2[N:13]=[C:12](NCCNC3C=CC=CC=3)[C:11]3[C:6](=[CH:7][C:8]([O:26][CH3:27])=[C:9]([O:24][CH3:25])[CH:10]=3)[N:5]=2)[CH2:3][CH2:2]1.Cl.[CH3:29][O:30][C:31]1[CH:36]=[CH:35][CH:34]=[CH:33][C:32]=1[N:37]1[CH2:43][CH2:42][CH2:41][NH:40][CH2:39][CH2:38]1.C1(NCCN)C=CC=CC=1. Given the product [CH:1]1([C:4]2[N:13]=[C:12]([N:40]3[CH2:41][CH2:42][CH2:43][N:37]([C:32]4[CH:33]=[CH:34][CH:35]=[CH:36][C:31]=4[O:30][CH3:29])[CH2:38][CH2:39]3)[C:11]3[C:6](=[CH:7][C:8]([O:26][CH3:27])=[C:9]([O:24][CH3:25])[CH:10]=3)[N:5]=2)[CH2:3][CH2:2]1, predict the reactants needed to synthesize it. (5) Given the product [C:31]([O:35][C:36](=[O:43])[NH:37][C@@H:38]1[CH2:42][CH2:41][N:40]([CH2:27][C:26]2[CH:25]=[CH:24][C:23]([C:21]3[CH:22]=[C:17]([C:7]4[CH:6]=[C:5]([NH:4][CH:1]5[CH2:2][CH2:3]5)[N:10]=[C:9]([C:11]5[CH:16]=[CH:15][CH:14]=[CH:13][N:12]=5)[CH:8]=4)[CH:18]=[N:19][CH:20]=3)=[CH:30][CH:29]=2)[CH2:39]1)([CH3:34])([CH3:32])[CH3:33], predict the reactants needed to synthesize it. The reactants are: [CH:1]1([NH:4][C:5]2[N:10]=[C:9]([C:11]3[CH:16]=[CH:15][CH:14]=[CH:13][N:12]=3)[CH:8]=[C:7]([C:17]3[CH:18]=[N:19][CH:20]=[C:21]([C:23]4[CH:30]=[CH:29][C:26]([CH:27]=O)=[CH:25][CH:24]=4)[CH:22]=3)[CH:6]=2)[CH2:3][CH2:2]1.[C:31]([O:35][C:36](=[O:43])[NH:37][C@@H:38]1[CH2:42][CH2:41][NH:40][CH2:39]1)([CH3:34])([CH3:33])[CH3:32].CC(O)=O.C(O[BH-](OC(=O)C)OC(=O)C)(=O)C.[Na+]. (6) Given the product [Br:1][C:2]1[CH:3]=[CH:4][C:5]([NH:12][C:13](=[O:22])[C:14]2[CH:19]=[CH:18][CH:17]=[C:16]([CH2:20][S:30][C:31]3[CH:36]=[CH:35][N:34]=[CH:33][CH:32]=3)[CH:15]=2)=[C:6]([CH:11]=1)[C:7]([O:9][CH3:10])=[O:8], predict the reactants needed to synthesize it. The reactants are: [Br:1][C:2]1[CH:3]=[CH:4][C:5]([NH:12][C:13](=[O:22])[C:14]2[CH:19]=[CH:18][CH:17]=[C:16]([CH2:20]Cl)[CH:15]=2)=[C:6]([CH:11]=1)[C:7]([O:9][CH3:10])=[O:8].C(N(CC)CC)C.[SH:30][C:31]1[CH:36]=[CH:35][N:34]=[CH:33][CH:32]=1.COC1C=C(C=CC=1OC)C(Cl)=O.